Predict the reaction yield, written as a fraction of the theoretical maximum amount of product (1.0 means a 100% yield; for example, 0.34 means a 34% yield). From a dataset of Reaction yield outcomes from USPTO patents with 853,638 reactions. The reactants are [S:1]1[C:5]2[CH2:6][CH2:7][CH2:8][CH2:9][C:4]=2[N:3]=[C:2]1[NH2:10].[F:11][C:12]([F:23])([F:22])[C:13]1[CH:14]=[C:15]([CH:19]=[CH:20][CH:21]=1)[C:16](Cl)=[O:17].C(=O)([O-])[O-].[K+].[K+].Br[CH2:31][C:32]([O:34][CH2:35][CH3:36])=[O:33]. The catalyst is O1CCCC1.CN(C)C=O. The product is [F:11][C:12]([F:23])([F:22])[C:13]1[CH:14]=[C:15]([CH:19]=[CH:20][CH:21]=1)[C:16]([N:10]=[C:2]1[N:3]([CH2:31][C:32]([O:34][CH2:35][CH3:36])=[O:33])[C:4]2[CH2:9][CH2:8][CH2:7][CH2:6][C:5]=2[S:1]1)=[O:17]. The yield is 0.580.